The task is: Predict the product of the given reaction.. This data is from Forward reaction prediction with 1.9M reactions from USPTO patents (1976-2016). (1) Given the reactants [CH3:1][O:2][C:3](=[O:33])[NH:4][CH:5]([C:9]([N:11]1[CH2:15][CH:14]([CH2:16][O:17][CH:18]([F:20])[F:19])[CH2:13][CH:12]1[C:21]1[NH:22][C:23]([C:26]2[CH:31]=[CH:30][C:29](Br)=[CH:28][CH:27]=2)=[CH:24][N:25]=1)=[O:10])[CH:6]([CH3:8])[CH3:7].[CH3:34][O:35][C:36](=[O:69])[NH:37][CH:38]([C:42]([N:44]1[CH2:48][CH2:47][CH2:46][CH:45]1[C:49]1[NH:50][C:51]([C:54]2[CH:59]=[CH:58][C:57](B3OC(C)(C)C(C)(C)O3)=[CH:56][CH:55]=2)=[CH:52][N:53]=1)=[O:43])[CH:39]([CH3:41])[CH3:40].C([O-])([O-])=O.[K+].[K+], predict the reaction product. The product is: [CH3:1][O:2][C:3](=[O:33])[NH:4][CH:5]([C:9]([N:11]1[CH2:15][CH:14]([CH2:16][O:17][CH:18]([F:20])[F:19])[CH2:13][CH:12]1[C:21]1[NH:22][C:23]([C:26]2[CH:31]=[CH:30][C:29]([C:57]3[CH:58]=[CH:59][C:54]([C:51]4[NH:50][C:49]([CH:45]5[CH2:46][CH2:47][CH2:48][N:44]5[C:42](=[O:43])[CH:38]([NH:37][C:36]([O:35][CH3:34])=[O:69])[CH:39]([CH3:41])[CH3:40])=[N:53][CH:52]=4)=[CH:55][CH:56]=3)=[CH:28][CH:27]=2)=[CH:24][N:25]=1)=[O:10])[CH:6]([CH3:8])[CH3:7]. (2) Given the reactants [CH3:1][C:2]1[CH:6]=[C:5]([S:7](=[O:10])(=[O:9])[NH2:8])[S:4][C:3]=1[CH2:11][CH2:12][O:13][C:14](=[O:16])[CH3:15].Cl[C:18](OC1C=CC=CC=1)=[O:19].C(N(CC)CC)C.[Br:34][C:35]1[S:39][C:38]([NH2:40])=[N:37][C:36]=1[CH3:41], predict the reaction product. The product is: [C:14]([O:13][CH2:12][CH2:11][C:3]1[S:4][C:5]([S:7]([NH:8][C:18](=[O:19])[NH:40][C:38]2[S:39][C:35]([Br:34])=[C:36]([CH3:41])[N:37]=2)(=[O:10])=[O:9])=[CH:6][C:2]=1[CH3:1])(=[O:16])[CH3:15]. (3) The product is: [CH3:1][O:2][C:3]([C:5]1[CH:6]=[C:7]([NH:15][CH2:20][C:19]2[C:22]([CH3:26])=[CH:23][CH:24]=[CH:25][C:18]=2[CH2:16][CH3:17])[C:8]2[N:9]([C:11]([CH3:14])=[N:12][N:13]=2)[CH:10]=1)=[O:4]. Given the reactants [CH3:1][O:2][C:3]([C:5]1[CH:6]=[C:7]([NH2:15])[C:8]2[N:9]([C:11]([CH3:14])=[N:12][N:13]=2)[CH:10]=1)=[O:4].[CH2:16]([C:18]1[CH:25]=[CH:24][CH:23]=[C:22]([CH3:26])[C:19]=1[CH2:20]Cl)[CH3:17].[H-].[Na+], predict the reaction product.